From a dataset of Full USPTO retrosynthesis dataset with 1.9M reactions from patents (1976-2016). Predict the reactants needed to synthesize the given product. (1) Given the product [C:40]([O:39][C:37]([N:44]([CH3:50])[C@@H:45]([CH3:46])[C:47]([NH:1][C@@H:2]([CH:34]([CH3:36])[CH3:35])[C:3]([N:5]1[CH2:10][CH2:9][N:8]([C:11]([O:13][CH2:14][C:15]2[CH:20]=[CH:19][CH:18]=[CH:17][CH:16]=2)=[O:12])[CH2:7][C@H:6]1[C:21]([NH:23][C@H:24]1[C:33]2[C:28](=[CH:29][CH:30]=[CH:31][CH:32]=2)[CH2:27][CH2:26][CH2:25]1)=[O:22])=[O:4])=[O:48])=[O:38])([CH3:43])([CH3:42])[CH3:41], predict the reactants needed to synthesize it. The reactants are: [NH2:1][C@@H:2]([CH:34]([CH3:36])[CH3:35])[C:3]([N:5]1[CH2:10][CH2:9][N:8]([C:11]([O:13][CH2:14][C:15]2[CH:20]=[CH:19][CH:18]=[CH:17][CH:16]=2)=[O:12])[CH2:7][C@H:6]1[C:21]([NH:23][C@H:24]1[C:33]2[C:28](=[CH:29][CH:30]=[CH:31][CH:32]=2)[CH2:27][CH2:26][CH2:25]1)=[O:22])=[O:4].[C:37]([N:44]([CH3:50])[C@H:45]([C:47](O)=[O:48])[CH3:46])([O:39][C:40]([CH3:43])([CH3:42])[CH3:41])=[O:38].CCN(C(C)C)C(C)C.CN(C(ON1N=NC2C=CC=CC1=2)=[N+](C)C)C.F[P-](F)(F)(F)(F)F.C1C=CC2N(O)N=NC=2C=1. (2) The reactants are: P(Cl)(Cl)(Cl)=O.[CH3:6][C:7]1[CH:12]=[CH:11][C:10]([C:13]2[N:17]([CH3:18])[N:16]=[CH:15][CH:14]=2)=[CH:9][CH:8]=1.CN(C)[CH:21]=[O:22]. Given the product [CH3:6][C:7]1[CH:12]=[CH:11][C:10]([C:13]2[N:17]([CH3:18])[N:16]=[CH:15][C:14]=2[CH:21]=[O:22])=[CH:9][CH:8]=1, predict the reactants needed to synthesize it.